Dataset: Catalyst prediction with 721,799 reactions and 888 catalyst types from USPTO. Task: Predict which catalyst facilitates the given reaction. Reactant: Br[CH:2]([C:11]([C:13]1[CH:18]=[CH:17][C:16]([O:19][CH3:20])=[CH:15][CH:14]=1)=O)[CH2:3][C:4]([N:6]([CH2:9][CH3:10])[CH2:7][CH3:8])=[O:5].BrC(C(C1C=CC(OC)=C(Br)C=1)=O)CC(N(CC)CC)=O.C(N(CC)C(=O)CCC(C1C=CC(OC)=CC=1)=O)C.[Cl:61][C:62]1[C:63]([NH2:69])=[N:64][CH:65]=[C:66]([Cl:68])[CH:67]=1. Product: [Cl:68][C:66]1[CH:67]=[C:62]([Cl:61])[C:63]2[N:64]([C:2]([CH2:3][C:4]([N:6]([CH2:9][CH3:10])[CH2:7][CH3:8])=[O:5])=[C:11]([C:13]3[CH:18]=[CH:17][C:16]([O:19][CH3:20])=[CH:15][CH:14]=3)[N:69]=2)[CH:65]=1. The catalyst class is: 39.